Dataset: Catalyst prediction with 721,799 reactions and 888 catalyst types from USPTO. Task: Predict which catalyst facilitates the given reaction. (1) Reactant: [CH2:1]([O:8][C:9]([NH:11][C:12]1[CH:17]=[CH:16][C:15]([N:18]2[CH:22]=[C:21]([C:23]([OH:25])=O)[CH:20]=[N:19]2)=[C:14]([F:26])[CH:13]=1)=[O:10])[C:2]1[CH:7]=[CH:6][CH:5]=[CH:4][CH:3]=1.F[P-](F)(F)(F)(F)F.[N:34]1(O[P+](N2CCCC2)(N2CCCC2)N2CCCC2)C2C=CC=CC=2N=N1.C(N(CC)CC)C.N. Product: [NH2:34][C:23]([C:21]1[CH:20]=[N:19][N:18]([C:15]2[CH:16]=[CH:17][C:12]([NH:11][C:9](=[O:10])[O:8][CH2:1][C:2]3[CH:7]=[CH:6][CH:5]=[CH:4][CH:3]=3)=[CH:13][C:14]=2[F:26])[CH:22]=1)=[O:25]. The catalyst class is: 429. (2) Product: [NH2:14][CH2:15][C:16]1[CH:21]=[CH:20][C:19]([Cl:22])=[CH:18][C:17]=1[CH2:23][NH:24][C:25]([C@@H:27]1[CH2:31][CH2:30][CH2:29][N:28]1[C:32](=[O:47])[C@H:33]([CH2:38][CH2:39][OH:40])[C:34]([CH3:36])([CH3:35])[CH3:37])=[O:26]. The catalyst class is: 2. Reactant: C(O)(C(F)(F)F)=O.C(OC(=O)[NH:14][CH2:15][C:16]1[CH:21]=[CH:20][C:19]([Cl:22])=[CH:18][C:17]=1[CH2:23][NH:24][C:25]([C@@H:27]1[CH2:31][CH2:30][CH2:29][N:28]1[C:32](=[O:47])[C@H:33]([CH2:38][CH2:39][O:40]COCCOC)[C:34]([CH3:37])([CH3:36])[CH3:35])=[O:26])(C)(C)C. (3) Reactant: CC1C(NC2CCNCC2)=NC2C(=CC=CC=2[C:19]2[NH:27][C:26]3[CH2:25][CH2:24][NH:23][C:22](=[O:28])[C:21]=3[CH:20]=2)N=1.CCN(C(C)C)C(C)C.CC(OC(C)=O)=O. Product: [NH:27]1[C:26]2[CH2:25][CH2:24][NH:23][C:22](=[O:28])[C:21]=2[CH:20]=[CH:19]1. The catalyst class is: 2. (4) Reactant: Cl.[Cl:2][C:3]1[CH:4]=[N+:5]([O-:35])[CH:6]=[C:7]([Cl:34])[C:8]=1[CH2:9][C@@H:10]([C:19]1[CH:24]=[CH:23][C:22]([O:25][CH:26]([F:28])[F:27])=[C:21]([O:29][CH2:30][CH:31]2[CH2:33][CH2:32]2)[CH:20]=1)[O:11][C:12]([C@@H:14]1[CH2:18][CH2:17][CH2:16][NH:15]1)=[O:13].[C:36]([O:40][C:41]([N:43]([C:48]1[CH:49]=[C:50]([CH:54]=[CH:55][C:56]=1[O:57][CH2:58][CH:59]1[CH2:61][CH2:60]1)[C:51](O)=[O:52])[S:44]([CH3:47])(=[O:46])=[O:45])=[O:42])([CH3:39])([CH3:38])[CH3:37].C(Cl)CCl. Product: [C:36]([O:40][C:41]([N:43]([C:48]1[CH:49]=[C:50]([CH:54]=[CH:55][C:56]=1[O:57][CH2:58][CH:59]1[CH2:60][CH2:61]1)[C:51]([N:15]1[CH2:16][CH2:17][CH2:18][C@H:14]1[C:12]([O:11][C@H:10]([C:19]1[CH:24]=[CH:23][C:22]([O:25][CH:26]([F:28])[F:27])=[C:21]([O:29][CH2:30][CH:31]2[CH2:33][CH2:32]2)[CH:20]=1)[CH2:9][C:8]1[C:7]([Cl:34])=[CH:6][N+:5]([O-:35])=[CH:4][C:3]=1[Cl:2])=[O:13])=[O:52])[S:44]([CH3:47])(=[O:46])=[O:45])=[O:42])([CH3:39])([CH3:37])[CH3:38]. The catalyst class is: 239. (5) Reactant: [NH2:1][C@@:2]([C:10]1[CH:15]=[CH:14][CH:13]=[CH:12][C:11]=1[F:16])([CH3:9])[C@@H:3]([F:8])[C@@H:4]([OH:7])[CH2:5][OH:6].[C:17]([N:25]=[C:26]=[S:27])(=[O:24])[C:18]1[CH:23]=[CH:22][CH:21]=[CH:20][CH:19]=1. Product: [F:8][C@@H:3]([C@@H:4]([OH:7])[CH2:5][OH:6])[C@:2]([NH:1][C:26]([NH:25][C:17](=[O:24])[C:18]1[CH:19]=[CH:20][CH:21]=[CH:22][CH:23]=1)=[S:27])([C:10]1[CH:15]=[CH:14][CH:13]=[CH:12][C:11]=1[F:16])[CH3:9]. The catalyst class is: 4. (6) Reactant: C[O:2][C:3]([C@H:5]1[CH2:10][N:9]([C:11](=[O:36])[C@@H:12]([NH:17][C:18](=[O:35])[C@H:19]([CH:29]2[CH2:34][CH2:33][CH2:32][CH2:31][CH2:30]2)[NH:20][C:21]([C:23]2[CH:28]=[N:27][CH:26]=[CH:25][N:24]=2)=[O:22])[C:13]([CH3:16])([CH3:15])[CH3:14])[CH2:8][CH2:7][N:6]1[CH2:37][C:38]1[CH:43]=[CH:42][C:41]([Cl:44])=[CH:40][CH:39]=1)=[O:4].Cl. Product: [Cl:44][C:41]1[CH:42]=[CH:43][C:38]([CH2:37][N:6]2[CH2:7][CH2:8][N:9]([C:11](=[O:36])[C@@H:12]([NH:17][C:18](=[O:35])[C@H:19]([CH:29]3[CH2:34][CH2:33][CH2:32][CH2:31][CH2:30]3)[NH:20][C:21]([C:23]3[CH:28]=[N:27][CH:26]=[CH:25][N:24]=3)=[O:22])[C:13]([CH3:15])([CH3:14])[CH3:16])[CH2:10][C@@H:5]2[C:3]([OH:4])=[O:2])=[CH:39][CH:40]=1. The catalyst class is: 20. (7) Reactant: [NH2:1][OH:2].[C:3]([C:5]1[CH:6]=[CH:7][C:8]([F:23])=[C:9]([NH:11][C:12]([C:14]2[N:18]3[CH:19]=[CH:20][CH:21]=[CH:22][C:17]3=[N:16][CH:15]=2)=[O:13])[CH:10]=1)#[N:4]. Product: [F:23][C:8]1[CH:7]=[CH:6][C:5]([C:3](=[N:1][OH:2])[NH2:4])=[CH:10][C:9]=1[NH:11][C:12]([C:14]1[N:18]2[CH:19]=[CH:20][CH:21]=[CH:22][C:17]2=[N:16][CH:15]=1)=[O:13]. The catalyst class is: 14. (8) Reactant: [NH:1]1[C:5](=[O:6])[CH2:4][CH2:3][C@H:2]1[C:7]([O:9][CH:10]([CH3:12])[CH3:11])=[O:8].[C:13](O[C:13]([O:15][C:16]([CH3:19])([CH3:18])[CH3:17])=[O:14])([O:15][C:16]([CH3:19])([CH3:18])[CH3:17])=[O:14]. Product: [C:16]([O:15][C:13]([N:1]1[C:5](=[O:6])[CH2:4][CH2:3][C@H:2]1[C:7]([O:9][CH:10]([CH3:12])[CH3:11])=[O:8])=[O:14])([CH3:19])([CH3:18])[CH3:17]. The catalyst class is: 840. (9) Product: [CH3:1][C:2]1[C:6]([C:7]([C:16]2[O:17][C:18]3[CH:24]=[CH:23][C:22]([CH2:25][C:26]([NH:28][CH:29]([C:36]4[CH:41]=[CH:40][C:39]([CH3:42])=[CH:38][C:37]=4[CH3:43])[C:30]4[CH:31]=[CH:32][CH:33]=[CH:34][CH:35]=4)=[O:27])=[CH:21][C:19]=3[CH:20]=2)([OH:15])[CH2:8][CH2:9][C:10]([O:12][CH2:13][CH3:14])=[O:11])=[C:5]([CH3:44])[O:4][N:3]=1. Reactant: [CH3:1][C:2]1[C:6]([C:7]([C:16]2[O:17][C:18]3[CH:24]=[CH:23][C:22]([CH2:25][C:26]([NH:28][CH:29]([C:36]4[CH:41]=[CH:40][C:39]([CH3:42])=[CH:38][C:37]=4[CH3:43])[C:30]4[CH:35]=[CH:34][CH:33]=[CH:32][CH:31]=4)=[O:27])=[CH:21][C:19]=3[CH:20]=2)([OH:15])[C:8]#[C:9][C:10]([O:12][CH2:13][CH3:14])=[O:11])=[C:5]([CH3:44])[O:4][N:3]=1. The catalyst class is: 29. (10) Reactant: [Br:1]Br.CO[C:5]1[CH:6]=[C:7]([C:15](=[O:17])[CH3:16])[CH:8]=[C:9](OC)[C:10]=1OC.O. Product: [Br:1][CH2:16][C:15]([C:7]1[CH:8]=[CH:9][CH:10]=[CH:5][CH:6]=1)=[O:17]. The catalyst class is: 8.